Task: Predict the product of the given reaction.. Dataset: Forward reaction prediction with 1.9M reactions from USPTO patents (1976-2016) (1) Given the reactants [NH:1]1[CH2:6][CH2:5][CH2:4][C@H:3]([NH:7][C:8]([C:10]2[C:14]3[N:15]=[CH:16][N:17]=[C:18]([C:19]4[C:27]5[O:26][CH2:25][O:24][C:23]=5[CH:22]=[CH:21][C:20]=4[O:28][CH2:29][CH:30]4[CH2:32][CH2:31]4)[C:13]=3[NH:12][CH:11]=2)=[O:9])[CH2:2]1.[CH3:33][O:34][CH2:35][C:36](Cl)=[O:37], predict the reaction product. The product is: [CH3:33][O:34][CH2:35][C:36]([N:1]1[CH2:6][CH2:5][CH2:4][C@H:3]([NH:7][C:8]([C:10]2[C:14]3[N:15]=[CH:16][N:17]=[C:18]([C:19]4[C:27]5[O:26][CH2:25][O:24][C:23]=5[CH:22]=[CH:21][C:20]=4[O:28][CH2:29][CH:30]4[CH2:31][CH2:32]4)[C:13]=3[NH:12][CH:11]=2)=[O:9])[CH2:2]1)=[O:37]. (2) The product is: [OH:34][CH2:33][C:32]([N:2]([CH3:1])[CH2:3][CH2:4][O:5][C:6]1[CH:15]=[CH:14][CH:13]=[C:12]2[C:7]=1[C:8]([NH:16][C:17]1[CH:22]=[CH:21][C:20]([O:23][C:24]3[CH:25]=[N:26][C:27]([CH3:30])=[CH:28][CH:29]=3)=[C:19]([CH3:31])[CH:18]=1)=[N:9][CH:10]=[N:11]2)=[O:36]. Given the reactants [CH3:1][NH:2][CH2:3][CH2:4][O:5][C:6]1[CH:15]=[CH:14][CH:13]=[C:12]2[C:7]=1[C:8]([NH:16][C:17]1[CH:22]=[CH:21][C:20]([O:23][C:24]3[CH:25]=[N:26][C:27]([CH3:30])=[CH:28][CH:29]=3)=[C:19]([CH3:31])[CH:18]=1)=[N:9][CH:10]=[N:11]2.[C:32]([OH:36])(=O)[CH2:33][OH:34].CN(C(ON1N=NC2C=CC=NC1=2)=[N+](C)C)C.F[P-](F)(F)(F)(F)F, predict the reaction product. (3) The product is: [CH2:7]([C:9]1[CH:18]=[C:17]([CH2:19][CH3:20])[CH:16]=[CH:15][C:10]=1[CH2:11][OH:12])[CH3:8]. Given the reactants [H-].[Al+3].[Li+].[H-].[H-].[H-].[CH2:7]([C:9]1[CH:18]=[C:17]([CH2:19][CH3:20])[CH:16]=[CH:15][C:10]=1[C:11](OC)=[O:12])[CH3:8], predict the reaction product. (4) Given the reactants C(N(CC)C(C)C)(C)C.F[P-](F)(F)(F)(F)F.N1(OC(N(C)C)=[N+](C)C)C2N=CC=CC=2N=N1.[N:34]1[CH:39]=[CH:38][C:37]([CH:40]([S:42][C:43]2[C:48]([C:49]([OH:51])=O)=[CH:47][CH:46]=[CH:45][N:44]=2)[CH3:41])=[CH:36][CH:35]=1.[Cl:52][C:53]1[CH:59]=[CH:58][C:56]([NH2:57])=[CH:55][CH:54]=1, predict the reaction product. The product is: [Cl:52][C:53]1[CH:59]=[CH:58][C:56]([NH:57][C:49]([C:48]2[C:43]([S:42][CH:40]([C:37]3[CH:36]=[CH:35][N:34]=[CH:39][CH:38]=3)[CH3:41])=[N:44][CH:45]=[CH:46][CH:47]=2)=[O:51])=[CH:55][CH:54]=1.